From a dataset of NCI-60 drug combinations with 297,098 pairs across 59 cell lines. Regression. Given two drug SMILES strings and cell line genomic features, predict the synergy score measuring deviation from expected non-interaction effect. (1) Drug 1: CNC(=O)C1=CC=CC=C1SC2=CC3=C(C=C2)C(=NN3)C=CC4=CC=CC=N4. Drug 2: CC1=C2C(C(=O)C3(C(CC4C(C3C(C(C2(C)C)(CC1OC(=O)C(C(C5=CC=CC=C5)NC(=O)OC(C)(C)C)O)O)OC(=O)C6=CC=CC=C6)(CO4)OC(=O)C)O)C)O. Cell line: SR. Synergy scores: CSS=92.7, Synergy_ZIP=2.13, Synergy_Bliss=2.08, Synergy_Loewe=-3.32, Synergy_HSA=4.25. (2) Drug 1: C1=NNC2=C1C(=O)NC=N2. Drug 2: COC1=C2C(=CC3=C1OC=C3)C=CC(=O)O2. Cell line: HS 578T. Synergy scores: CSS=8.29, Synergy_ZIP=-4.67, Synergy_Bliss=-5.33, Synergy_Loewe=-1.25, Synergy_HSA=-2.87. (3) Drug 1: CC=C1C(=O)NC(C(=O)OC2CC(=O)NC(C(=O)NC(CSSCCC=C2)C(=O)N1)C(C)C)C(C)C. Drug 2: CC1=C(C(=CC=C1)Cl)NC(=O)C2=CN=C(S2)NC3=CC(=NC(=N3)C)N4CCN(CC4)CCO. Cell line: SNB-75. Synergy scores: CSS=41.0, Synergy_ZIP=-4.50, Synergy_Bliss=-3.90, Synergy_Loewe=-30.5, Synergy_HSA=-2.20. (4) Drug 1: C1CN1C2=NC(=NC(=N2)N3CC3)N4CC4. Drug 2: CC(C)(C#N)C1=CC(=CC(=C1)CN2C=NC=N2)C(C)(C)C#N. Cell line: COLO 205. Synergy scores: CSS=29.3, Synergy_ZIP=3.28, Synergy_Bliss=4.58, Synergy_Loewe=0.328, Synergy_HSA=2.30. (5) Drug 1: CC1=CC2C(CCC3(C2CCC3(C(=O)C)OC(=O)C)C)C4(C1=CC(=O)CC4)C. Drug 2: COCCOC1=C(C=C2C(=C1)C(=NC=N2)NC3=CC=CC(=C3)C#C)OCCOC.Cl. Cell line: SF-295. Synergy scores: CSS=-3.65, Synergy_ZIP=1.33, Synergy_Bliss=-1.34, Synergy_Loewe=-8.49, Synergy_HSA=-4.18. (6) Drug 1: CC1=C(C(CCC1)(C)C)C=CC(=CC=CC(=CC(=O)O)C)C. Drug 2: C(=O)(N)NO. Cell line: M14. Synergy scores: CSS=0.286, Synergy_ZIP=0.00626, Synergy_Bliss=-2.82, Synergy_Loewe=-1.60, Synergy_HSA=-4.40. (7) Drug 1: C(=O)(N)NO. Drug 2: COCCOC1=C(C=C2C(=C1)C(=NC=N2)NC3=CC=CC(=C3)C#C)OCCOC.Cl. Cell line: NCI-H460. Synergy scores: CSS=6.46, Synergy_ZIP=4.43, Synergy_Bliss=7.27, Synergy_Loewe=2.04, Synergy_HSA=2.90. (8) Drug 1: C1CCC(C(C1)N)N.C(=O)(C(=O)[O-])[O-].[Pt+4]. Drug 2: C1C(C(OC1N2C=NC(=NC2=O)N)CO)O. Cell line: UACC-257. Synergy scores: CSS=-1.65, Synergy_ZIP=-1.35, Synergy_Bliss=-2.30, Synergy_Loewe=-4.33, Synergy_HSA=-4.17. (9) Drug 1: CC12CCC(CC1=CCC3C2CCC4(C3CC=C4C5=CN=CC=C5)C)O. Drug 2: CN1C2=C(C=C(C=C2)N(CCCl)CCCl)N=C1CCCC(=O)O.Cl. Cell line: HL-60(TB). Synergy scores: CSS=-7.44, Synergy_ZIP=-3.21, Synergy_Bliss=-13.1, Synergy_Loewe=-19.2, Synergy_HSA=-18.7. (10) Cell line: M14. Drug 2: N.N.Cl[Pt+2]Cl. Drug 1: CC1=C(C=C(C=C1)NC(=O)C2=CC=C(C=C2)CN3CCN(CC3)C)NC4=NC=CC(=N4)C5=CN=CC=C5. Synergy scores: CSS=18.6, Synergy_ZIP=1.13, Synergy_Bliss=-0.984, Synergy_Loewe=-14.8, Synergy_HSA=-3.78.